From a dataset of Forward reaction prediction with 1.9M reactions from USPTO patents (1976-2016). Predict the product of the given reaction. (1) Given the reactants [CH3:1][S:2]([C:5]1[CH:6]=[CH:7][C:8]([O:14][C@@H:15]([CH3:20])[C:16]([F:19])([F:18])[F:17])=[C:9]([CH:13]=1)[C:10]([OH:12])=O)(=[O:4])=[O:3].FC(F)(F)C(O)=O.[F:28][C:29]([F:42])([F:41])[C:30]1[S:34][C:33]([N:35]2[CH2:40][CH2:39][NH:38][CH2:37][CH2:36]2)=[N:32][N:31]=1, predict the reaction product. The product is: [CH3:1][S:2]([C:5]1[CH:6]=[CH:7][C:8]([O:14][C@@H:15]([CH3:20])[C:16]([F:19])([F:18])[F:17])=[C:9]([C:10]([N:38]2[CH2:37][CH2:36][N:35]([C:33]3[S:34][C:30]([C:29]([F:41])([F:28])[F:42])=[N:31][N:32]=3)[CH2:40][CH2:39]2)=[O:12])[CH:13]=1)(=[O:3])=[O:4]. (2) Given the reactants [CH2:1]([OH:6])[C@@H:2]([OH:5])[CH:3]=O.FC(F)(F)C(O)=O.[CH3:14][CH:15]([O:17][C:18]1[C:23]([C:24]#[N:25])=[CH:22][C:21]([C:26]2[O:30][N:29]=[C:28]([C:31]3[CH:41]=[CH:40][C:34]4[CH2:35][CH2:36][NH:37][CH2:38][CH2:39][C:33]=4[CH:32]=3)[N:27]=2)=[CH:20][N:19]=1)[CH3:16].C(O)(=O)C.C(O[BH-](OC(=O)C)OC(=O)C)(=O)C.[Na+].C(=O)([O-])O.[Na+], predict the reaction product. The product is: [OH:5][C@H:2]([CH2:1][OH:6])[CH2:3][N:37]1[CH2:36][CH2:35][C:34]2[CH:40]=[CH:41][C:31]([C:28]3[N:27]=[C:26]([C:21]4[CH:22]=[C:23]([C:24]#[N:25])[C:18]([O:17][CH:15]([CH3:16])[CH3:14])=[N:19][CH:20]=4)[O:30][N:29]=3)=[CH:32][C:33]=2[CH2:39][CH2:38]1. (3) The product is: [CH3:26][N:27]([CH3:29])/[CH:28]=[N:20]/[S:17]([C:10]1[CH:9]=[C:8]([C:5]([CH3:7])([CH3:6])[CH2:4][C:3](=[O:21])[C:2]([F:1])([F:22])[F:23])[C:16]2[O:15][CH2:14][CH2:13][C:12]=2[CH:11]=1)(=[O:19])=[O:18]. Given the reactants [F:1][C:2]([F:23])([F:22])[C:3](=[O:21])[CH2:4][C:5]([C:8]1[C:16]2[O:15][CH2:14][CH2:13][C:12]=2[CH:11]=[C:10]([S:17]([NH2:20])(=[O:19])=[O:18])[CH:9]=1)([CH3:7])[CH3:6].CO[CH:26](OC)[N:27]([CH3:29])[CH3:28], predict the reaction product. (4) Given the reactants Cl.[NH2:2][C@H:3]1[CH2:7][CH2:6][N:5]([C:8]2[CH:16]=[CH:15][C:11]([C:12]([NH2:14])=[O:13])=[C:10]([NH:17][C:18]3[CH:23]=[CH:22][C:21]([C:24]([N:26]4[CH2:31][CH2:30][N:29]([CH3:32])[CH2:28][CH2:27]4)=[O:25])=[CH:20][CH:19]=3)[N:9]=2)[CH2:4]1.ClCCCl.[C:37](O)(=[O:40])[CH:38]=[CH2:39].C(N(C(C)C)C(C)C)C.C(P1(=O)OP(=O)(CCC)OP(=O)(CCC)O1)CC, predict the reaction product. The product is: [C:37]([NH:2][C@H:3]1[CH2:7][CH2:6][N:5]([C:8]2[CH:16]=[CH:15][C:11]([C:12]([NH2:14])=[O:13])=[C:10]([NH:17][C:18]3[CH:19]=[CH:20][C:21]([C:24]([N:26]4[CH2:31][CH2:30][N:29]([CH3:32])[CH2:28][CH2:27]4)=[O:25])=[CH:22][CH:23]=3)[N:9]=2)[CH2:4]1)(=[O:40])[CH:38]=[CH2:39]. (5) Given the reactants [N:1]1[N:2]([C:14]2[CH:23]=[C:22]3[C:17]([CH:18]=[C:19](Br)[C:20](=[O:24])[O:21]3)=[CH:16][CH:15]=2)[N:3]=[C:4]2[CH:13]=[CH:12][C:11]3[C:6](=[CH:7][CH:8]=[CH:9][CH:10]=3)[C:5]=12.[CH3:26][Si:27]([C:30]#[CH:31])([CH3:29])[CH3:28].C(N(CC)CC)C, predict the reaction product. The product is: [N:1]1[N:2]([C:14]2[CH:23]=[C:22]3[C:17]([CH:18]=[C:19]([C:31]#[C:30][Si:27]([CH3:29])([CH3:28])[CH3:26])[C:20](=[O:24])[O:21]3)=[CH:16][CH:15]=2)[N:3]=[C:4]2[CH:13]=[CH:12][C:11]3[C:6](=[CH:7][CH:8]=[CH:9][CH:10]=3)[C:5]=12. (6) Given the reactants Cl.C(OC([NH:9][C@H:10]([C:26]([NH:28][C:29]1[CH:59]=[CH:58][CH:57]=[C:56]([F:60])[C:30]=1[O:31][CH2:32][C@H:33]1[O:38][CH2:37][C@@H:36]([CH2:39][O:40][C:41]([NH:43][CH2:44][C:45]([F:48])([F:47])[F:46])=[O:42])[N:35](C(OC(C)(C)C)=O)[CH2:34]1)=[O:27])[CH:11]([C:19]1[CH:24]=[CH:23][C:22]([F:25])=[CH:21][CH:20]=1)[C:12]1[CH:17]=[CH:16][C:15]([F:18])=[CH:14][CH:13]=1)=O)(C)(C)C, predict the reaction product. The product is: [F:48][C:45]([F:46])([F:47])[CH2:44][NH:43][C:41](=[O:42])[O:40][CH2:39][C@@H:36]1[CH2:37][O:38][C@H:33]([CH2:32][O:31][C:30]2[C:56]([F:60])=[CH:57][CH:58]=[CH:59][C:29]=2[NH:28][C:26](=[O:27])[C@@H:10]([NH2:9])[CH:11]([C:12]2[CH:13]=[CH:14][C:15]([F:18])=[CH:16][CH:17]=2)[C:19]2[CH:24]=[CH:23][C:22]([F:25])=[CH:21][CH:20]=2)[CH2:34][NH:35]1.